Dataset: Full USPTO retrosynthesis dataset with 1.9M reactions from patents (1976-2016). Task: Predict the reactants needed to synthesize the given product. (1) Given the product [CH3:12][O:11][C:4]1[N:5]=[C:6]([CH3:10])[C:7]2[CH:8]=[C:14]([C:15]([O:17][CH2:18][CH3:19])=[O:16])[C:13](=[O:20])[NH:1][C:2]=2[N:3]=1, predict the reactants needed to synthesize it. The reactants are: [NH2:1][C:2]1[C:7]([CH:8]=O)=[C:6]([CH3:10])[N:5]=[C:4]([O:11][CH3:12])[N:3]=1.[C:13](OCC)(=[O:20])[CH2:14][C:15]([O:17][CH2:18][CH3:19])=[O:16].C(=O)([O-])[O-].[K+].[K+].C(N(CC)CC)C. (2) Given the product [Br:1][C:2]1[CH:3]=[C:4]2[C:8](=[C:9]([C:11]([NH2:32])=[O:12])[CH:10]=1)[NH:7][CH:6]=[C:5]2[CH:14]1[CH2:19][CH2:18][CH2:17][S:16](=[O:21])(=[O:20])[CH2:15]1, predict the reactants needed to synthesize it. The reactants are: [Br:1][C:2]1[CH:3]=[C:4]2[C:8](=[C:9]([C:11](O)=[O:12])[CH:10]=1)[NH:7][CH:6]=[C:5]2[CH:14]1[CH2:19][CH2:18][CH2:17][S:16](=[O:21])(=[O:20])[CH2:15]1.C(Cl)CCl.C1C=CC2N(O)N=[N:32]C=2C=1.N.O1CCOCC1.